From a dataset of Forward reaction prediction with 1.9M reactions from USPTO patents (1976-2016). Predict the product of the given reaction. (1) Given the reactants [NH2:1][N:2]1[N:11]=[C:10]([CH:12]2[CH2:14][CH2:13]2)[C:9]2[C:4](=[CH:5][CH:6]=[CH:7][CH:8]=2)[C:3]1=[O:15].[F:16][C:17]1[CH:18]=[C:19]([CH2:24][C:25](O)=[O:26])[CH:20]=[C:21]([F:23])[CH:22]=1, predict the reaction product. The product is: [CH:12]1([C:10]2[C:9]3[C:4](=[CH:5][CH:6]=[CH:7][CH:8]=3)[C:3](=[O:15])[N:2]([NH:1][C:25](=[O:26])[CH2:24][C:19]3[CH:18]=[C:17]([F:16])[CH:22]=[C:21]([F:23])[CH:20]=3)[N:11]=2)[CH2:13][CH2:14]1. (2) Given the reactants [C:1]([O:5][C:6]([N:8]1[C:17]2[C:12](=[CH:13][C:14]([C:18]3[S:19][C:20]([CH:23]=O)=[CH:21][CH:22]=3)=[CH:15][CH:16]=2)[C:11]([CH3:25])=[CH:10][C:9]1([CH3:27])[CH3:26])=[O:7])([CH3:4])([CH3:3])[CH3:2].[NH2:28]OS(O)(=O)=O, predict the reaction product. The product is: [C:1]([O:5][C:6]([N:8]1[C:17]2[C:12](=[CH:13][C:14]([C:18]3[S:19][C:20]([C:23]#[N:28])=[CH:21][CH:22]=3)=[CH:15][CH:16]=2)[C:11]([CH3:25])=[CH:10][C:9]1([CH3:27])[CH3:26])=[O:7])([CH3:4])([CH3:3])[CH3:2]. (3) Given the reactants C(OC([NH:8][C@H:9]1[CH2:14][CH2:13][C@H:12]([N:15]([CH2:38][CH3:39])[C:16]2[C:17]([CH3:37])=[C:18]([C:33]([O:35][CH3:36])=[O:34])[CH:19]=[C:20]([C:22]3[CH:27]=[CH:26][C:25]([O:28][CH2:29][CH2:30][O:31][CH3:32])=[CH:24][CH:23]=3)[CH:21]=2)[CH2:11][CH2:10]1)=O)(C)(C)C.C(O)(C(F)(F)F)=O, predict the reaction product. The product is: [NH2:8][C@H:9]1[CH2:14][CH2:13][C@H:12]([N:15]([CH2:38][CH3:39])[C:16]2[C:17]([CH3:37])=[C:18]([C:33]([O:35][CH3:36])=[O:34])[CH:19]=[C:20]([C:22]3[CH:27]=[CH:26][C:25]([O:28][CH2:29][CH2:30][O:31][CH3:32])=[CH:24][CH:23]=3)[CH:21]=2)[CH2:11][CH2:10]1.